From a dataset of Full USPTO retrosynthesis dataset with 1.9M reactions from patents (1976-2016). Predict the reactants needed to synthesize the given product. (1) Given the product [N+:1]([C:4]1[CH:8]=[CH:7][N:6]([CH2:12][CH2:13][CH3:14])[N:5]=1)([O-:3])=[O:2], predict the reactants needed to synthesize it. The reactants are: [N+:1]([C:4]1[CH:8]=[CH:7][NH:6][N:5]=1)([O-:3])=[O:2].[H-].[Na+].Br[CH2:12][CH2:13][CH3:14]. (2) Given the product [CH2:1]([N:8]1[C:16]2[C:11](=[N:12][C:13]([Cl:17])=[CH:14][CH:15]=2)[CH:10]=[C:9]1[C:24]1[S:28][CH:27]=[N:26][CH:25]=1)[C:2]1[CH:7]=[CH:6][CH:5]=[CH:4][CH:3]=1, predict the reactants needed to synthesize it. The reactants are: [CH2:1]([N:8]1[C:16]2[C:11](=[N:12][C:13]([Cl:17])=[CH:14][CH:15]=2)[CH:10]=[C:9]1Br)[C:2]1[CH:7]=[CH:6][CH:5]=[CH:4][CH:3]=1.C([Sn](CCCC)(CCCC)[C:24]1[S:28][CH:27]=[N:26][CH:25]=1)CCC. (3) Given the product [N+:24]([C:15]1[CH:16]=[CH:17][C:18]2[C:23](=[CH:22][CH:21]=[CH:20][CH:19]=2)[C:14]=1[N+:11]([O-:13])=[O:12])([O-:26])=[O:25], predict the reactants needed to synthesize it. The reactants are: C1C2C(=CC=CC=2)C=CC=1.[N+:11]([C:14]1[C:23]2[C:18](=[CH:19][CH:20]=[CH:21][CH:22]=2)[CH:17]=[CH:16][CH:15]=1)([O-:13])=[O:12].[N+:24]([O-])([OH:26])=[O:25].ClC(Cl)C.